Dataset: Experimentally validated miRNA-target interactions with 360,000+ pairs, plus equal number of negative samples. Task: Binary Classification. Given a miRNA mature sequence and a target amino acid sequence, predict their likelihood of interaction. (1) The miRNA is mmu-miR-142a-5p with sequence CAUAAAGUAGAAAGCACUACU. The protein sequence of the target gene is MTLARFVLALMLGALPEVVGFDSVLNDSLHHSHRHSPPAGPHYPYYLPTQQRPPRTRPPPPLPRFPRPPRALPAQRPHALQAGHTPRPHPWGCPAGEPWVSVTDFGAPCLRWAEVPPFLERSPPASWAQLRGQRHNFCRSPDGAGRPWCFYGDARGKVDWGYCDCRHGSVRLRGGKNEFEGTVEVYASGVWGTVCSSHWDDSDASVICHQLQLGGKGIAKQTPFSGLGLIPIYWSNVRCRGDEENILLCEKDIWQGGVCPQKMAAAVTCSFSHGPTFPIIRLAGGSSVHEGRVELYHAGQ.... Result: 0 (no interaction). (2) The miRNA is hsa-miR-18a-3p with sequence ACUGCCCUAAGUGCUCCUUCUGG. The protein sequence of the target gene is MGVQGFQDYIEKHCPSAVVPVELQKLARGSLVGGGRQRPPQTPLRLLVDADNCLHRLYGGFYTDWVSGGQWNHMLGYLAALAKACFGGNIELFVFFNGALEKARLHEWVKRQGNERQTAQQIVSHVQNKGTPPPKVWFLPPVCMAHCIRLALIRFHVKVAQSIEDHHQEVIGFCRENGFHGLVAYDSDYALCNIPYYFSAHALKLSRNGKSLTTSQYLMHEVAKQLDLNPNRFPIFAALLGNHILPDEDLASFHWSLLGPEHPLASLKVRAHQLVLPPCDVVIKAVADYVRNIQDTSDLD.... Result: 1 (interaction). (3) The miRNA is hsa-miR-548bb-5p with sequence AAAAGUAACUAUGGUUUUUGCC. The protein sequence of the target gene is MGTSALWALWLLLALCWAPRESGATGTGRKAKCEPSQFQCTNGRCITLLWKCDGDEDCVDGSDEKNCVKKTCAESDFVCNNGQCVPSRWKCDGDPDCEDGSDESPEQCHMRTCRIHEISCGAHSTQCIPVSWRCDGENDCDSGEDEENCGNITCSPDEFTCSSGRCISRNFVCNGQDDCSDGSDELDCAPPTCGAHEFQCSTSSCIPISWVCDDDADCSDQSDESLEQCGRQPVIHTKCPASEIQCGSGECIHKKWRCDGDPDCKDGSDEVNCPSRTCRPDQFECEDGSCIHGSRQCNGI.... Result: 1 (interaction). (4) The miRNA is hsa-miR-4711-3p with sequence CGUGUCUUCUGGCUUGAU. The protein sequence of the target gene is MIYKCPMCREFFSERADLFMHQKIHTAEKPHKCDKCDKGFFHISELHIHWRDHTGEKVYKCDDCVKDFSTTTKLNRHKKIHTVEKPYKCYECGKAFNWSSHLQIHMRVHTGEKPYVCSECGRGFSNSSNLCMHQRVHTGEKPFKCEECGKAFRHTSSLCMHQRVHTGEKPYKCYECGKAFSQSSSLCIHQRVHTGEKPYRCCGCGKAFSQSSSLCIHQRVHTGEKPFKCDECGKAFSQSTSLCIHQRVHTKERNHLKISVI. Result: 0 (no interaction). (5) The miRNA is rno-miR-664-3p with sequence UAUUCAUUUACUCCCCAGCCUA. The protein sequence of the target gene is MAVESRVTQEEIKKEPEKPIDREKTCPLLLRVFTTNNGRHHRMDEFSRGNVPSSELQIYTWMDATLKELTSLVKEVYPEARKKGTHFNFAIVFTDVKRPGYRVKEIGSTMSGRKGTDDSMTLQSQKFQIGDYLDIAITPPNRAPPPSGRMRPY. Result: 0 (no interaction). (6) The miRNA is hsa-miR-124-3p with sequence UAAGGCACGCGGUGAAUGCCAA. The protein sequence of the target gene is MNNLLCCALVFLDISIKWTTQETFPPKYLHYDEETSHQLLCDKCPPGTYLKQHCTAKWKTVCAPCPDHYYTDSWHTSDECLYCSPVCKELQYVKQECNRTHNRVCECKEGRYLEIEFCLKHRSCPPGFGVVQAGTPERNTVCKRCPDGFFSNETSSKAPCRKHTNCSVFGLLLTQKGNATHDNICSGNSESTQKCGIDVTLCEEAFFRFAVPTKFTPNWLSVLVDNLPGTKVNAESVERIKRQHSSQEQTFQLLKLWKHQNKDQDIVKKIIQDIDLCENSVQRHIGHANLTFEQLRSLME.... Result: 1 (interaction). (7) The miRNA is hsa-miR-548a-3p with sequence CAAAACUGGCAAUUACUUUUGC. The protein sequence of the target gene is MEDSPTMVKVDRGENQILSCRGRRCGFKVLGYVTGDMKEFANWLKDKPVVLQFMDWILRGISQVVFVSNPISGILILVGLLVQNPWWALCGCVGTVVSTLTALLLSQDRSAIAAGLQGYNATLVGILMAVFSNKGDYFWWLIFPVSAMSMTCPVFSSALSSVLSKWDLPVFTLPFNMALSMYLSATGHYNTFFPSKLFTPVSSVPNITWSELSALELLKSLPVGVGQIYGCDNPWTGGIFLCAILLSSPLMCLHAAIGSLLGVIAGLSLAAPFEDIYFGLWGFNSSLACIAIGGMFMALT.... Result: 0 (no interaction). (8) The miRNA is mmu-miR-877-5p with sequence GUAGAGGAGAUGGCGCAGGG. The protein sequence of the target gene is MVAKQRIRMANEKHSKNITQRGNVAKTSRNAPEEKASVGPWLLALFIFVVCGSAIFQIIQSIRMGM. Result: 0 (no interaction). (9) The miRNA is hsa-miR-490-5p with sequence CCAUGGAUCUCCAGGUGGGU. The protein sequence of the target gene is MSWLFGINKGPKGEGAGPPPPLPPAQPGAEGGGDRGLGDRPAPKDKWSNFDPTGLERAAKAARELEHSRYAKDALNLAQMQEQTLQLEQQSKLKMRLEALSLLHTLVWAWSLCRAGAVQTQERLSGSASPEQVPAGECCALQEYEAAVEQLKSEQIRAQAEERRKTLSEETRQHQARAQYQDKLARQRYEDQLKQQQLLNEENLRKQEESVQKQEAMRRATVEREMELRHKNEMLRVEAEARARAKAERENADIIREQIRLKAAEHRQTVLESIRTAGTLFGEGFRAFVTDWDKVTATVA.... Result: 0 (no interaction).